Dataset: Catalyst prediction with 721,799 reactions and 888 catalyst types from USPTO. Task: Predict which catalyst facilitates the given reaction. (1) Reactant: [F:1][C:2]([F:19])([F:18])[C:3]1[CH:8]=[CH:7][C:6]([C:9]2[CH:14]=[CH:13][C:12]([NH:15][CH:16]=O)=[CH:11][CH:10]=2)=[CH:5][CH:4]=1.[S:20]([O-])([O-])(=O)=O.[Na+].[Na+]. Product: [F:1][C:2]([F:19])([F:18])[C:3]1[CH:8]=[CH:7][C:6]([C:9]2[CH:14]=[CH:13][C:12]([NH:15][CH:16]=[S:20])=[CH:11][CH:10]=2)=[CH:5][CH:4]=1. The catalyst class is: 115. (2) Reactant: [CH3:1][P:2]([O:6][CH3:7])([O:4][CH3:5])=[O:3].[Li]CCCC.[CH3:13][C:14]1([CH3:25])[CH2:19][CH2:18][CH:17]([C:20](OCC)=[O:21])[CH2:16][CH2:15]1. Product: [CH3:13][C:14]1([CH3:25])[CH2:19][CH2:18][CH:17]([C:20](=[O:21])[CH2:1][P:2](=[O:3])([O:6][CH3:7])[O:4][CH3:5])[CH2:16][CH2:15]1. The catalyst class is: 1.